Dataset: Full USPTO retrosynthesis dataset with 1.9M reactions from patents (1976-2016). Task: Predict the reactants needed to synthesize the given product. (1) Given the product [S:1]1[C:5]2[CH:6]=[CH:7][CH:8]=[CH:9][C:4]=2[NH:3][C:2]1=[C:10]([C:13]1[N:14]=[CH:15][CH:16]=[CH:17][N:18]=1)[C:11]([NH2:12])=[O:19], predict the reactants needed to synthesize it. The reactants are: [S:1]1[C:5]2[CH:6]=[CH:7][CH:8]=[CH:9][C:4]=2[NH:3][C:2]1=[C:10]([C:13]1[N:18]=[CH:17][CH:16]=[CH:15][N:14]=1)[C:11]#[N:12].[OH-:19].[Na+]. (2) Given the product [F:1][C:2]1[CH:3]=[CH:4][C:5]2[N:9]=[C:8]([C@@H:10]([NH:14][C:23]3[N:31]=[CH:30][N:29]=[C:28]4[C:24]=3[N:25]=[CH:26][NH:27]4)[CH2:11][O:12][CH3:13])[N:7]([C:15]3[CH:20]=[CH:19][CH:18]=[CH:17][N:16]=3)[C:6]=2[CH:21]=1, predict the reactants needed to synthesize it. The reactants are: [F:1][C:2]1[CH:3]=[CH:4][C:5]2[N:9]=[C:8]([C@@H:10]([NH2:14])[CH2:11][O:12][CH3:13])[N:7]([C:15]3[CH:20]=[CH:19][CH:18]=[CH:17][N:16]=3)[C:6]=2[CH:21]=1.Cl[C:23]1[N:31]=[CH:30][N:29]=[C:28]2[C:24]=1[N:25]=[CH:26][N:27]2C1CCCCO1.CCN(C(C)C)C(C)C. (3) Given the product [CH3:27][N:28]([CH3:34])[C@H:29]1[CH2:33][CH2:32][N:31]([C:24]([C@H:22]2[CH2:21][CH2:20][C:19]3[C:12]4[C:11]([NH:10][C:8]5[CH:9]=[C:4]6[CH:3]=[N:2][NH:1][C:5]6=[CH:6][N:7]=5)=[N:16][CH:15]=[N:14][C:13]=4[S:17][C:18]=3[CH2:23]2)=[O:26])[CH2:30]1, predict the reactants needed to synthesize it. The reactants are: [NH:1]1[C:5]2=[CH:6][N:7]=[C:8]([NH:10][C:11]3[C:12]4[C:19]5[CH2:20][CH2:21][C@H:22]([C:24]([OH:26])=O)[CH2:23][C:18]=5[S:17][C:13]=4[N:14]=[CH:15][N:16]=3)[CH:9]=[C:4]2[CH:3]=[N:2]1.[CH3:27][N:28]([CH3:34])[C@H:29]1[CH2:33][CH2:32][NH:31][CH2:30]1. (4) Given the product [CH3:18][C:10]1[C:11]2[N:12]=[C:13]([CH2:14][CH2:15][CH3:16])[NH:1][C:2]=2[CH:3]=[C:4]([C:5]([O:7][CH3:8])=[O:6])[CH:9]=1, predict the reactants needed to synthesize it. The reactants are: [NH2:1][C:2]1[CH:3]=[C:4]([CH:9]=[C:10]([CH3:18])[C:11]=1[NH:12][C:13](=O)[CH2:14][CH2:15][CH3:16])[C:5]([O:7][CH3:8])=[O:6]. (5) The reactants are: [N:1]1([CH2:7][CH2:8][CH2:9][O:10][C:11]2[N:20]=[C:19]3[C:14]([CH2:15][CH2:16][C:17](=[O:21])[NH:18]3)=[CH:13][CH:12]=2)[CH2:6][CH2:5][NH:4][CH2:3][CH2:2]1.Br[C:23]1[C:32]2[C:27](=[CH:28][CH:29]=[CH:30][CH:31]=2)[CH:26]=[CH:25][CH:24]=1. Given the product [C:31]1([N:4]2[CH2:5][CH2:6][N:1]([CH2:7][CH2:8][CH2:9][O:10][C:11]3[N:20]=[C:19]4[C:14]([CH2:15][CH2:16][C:17](=[O:21])[NH:18]4)=[CH:13][CH:12]=3)[CH2:2][CH2:3]2)[C:32]2[C:27](=[CH:26][CH:25]=[CH:24][CH:23]=2)[CH:28]=[CH:29][CH:30]=1, predict the reactants needed to synthesize it. (6) Given the product [Cl:21][C:15]1[CH:14]=[C:13]2[C:18]([C:19](=[O:20])[C:10]([CH2:9][NH:8][C:6](=[O:7])[C:5]3[CH:28]=[CH:29][C:2]([N:34]4[CH2:35][CH2:36][CH2:37][N:31]([CH3:30])[CH2:32][CH2:33]4)=[N:3][CH:4]=3)=[CH:11][N:12]2[C:22]2[CH:27]=[CH:26][CH:25]=[CH:24][CH:23]=2)=[CH:17][CH:16]=1, predict the reactants needed to synthesize it. The reactants are: Cl[C:2]1[CH:29]=[CH:28][C:5]([C:6]([NH:8][CH2:9][C:10]2[C:19](=[O:20])[C:18]3[C:13](=[CH:14][C:15]([Cl:21])=[CH:16][CH:17]=3)[N:12]([C:22]3[CH:27]=[CH:26][CH:25]=[CH:24][CH:23]=3)[CH:11]=2)=[O:7])=[CH:4][N:3]=1.[CH3:30][N:31]1[CH2:37][CH2:36][CH2:35][NH:34][CH2:33][CH2:32]1. (7) Given the product [Cl:1][C:2]1[CH:7]=[CH:6][C:5]([C:8]2[C:17]3[C:12](=[CH:13][CH:14]=[C:15]([C:18]([NH:26][CH:30]([CH3:31])[CH3:29])=[O:20])[CH:16]=3)[CH:11]=[N:10][CH:9]=2)=[CH:4][CH:3]=1, predict the reactants needed to synthesize it. The reactants are: [Cl:1][C:2]1[CH:7]=[CH:6][C:5]([C:8]2[C:17]3[C:12](=[CH:13][CH:14]=[C:15]([C:18]([OH:20])=O)[CH:16]=3)[CH:11]=[N:10][CH:9]=2)=[CH:4][CH:3]=1.F[B-](F)(F)F.[N:26]1(OC(N(C)C)=[N+](C)C)[C:30]2[CH:31]=CC=C[C:29]=2N=N1.C(N(CC)C(C)C)(C)C.C(N)(C)C. (8) Given the product [Br:1][C:2]1[CH:9]=[CH:8][C:5]([C:6](=[NH:7])[O:12][CH3:11])=[C:4]([F:10])[CH:3]=1, predict the reactants needed to synthesize it. The reactants are: [Br:1][C:2]1[CH:9]=[CH:8][C:5]([C:6]#[N:7])=[C:4]([F:10])[CH:3]=1.[CH3:11][O-:12].[Na+]. (9) Given the product [CH3:17][O:16][C:12]1[C:11]([C:2]2[CH:7]=[CH:6][CH:5]=[CH:4][C:3]=2[CH3:8])=[C:10]([Cl:9])[CH:15]=[CH:14][CH:13]=1, predict the reactants needed to synthesize it. The reactants are: Br[C:2]1[CH:7]=[CH:6][CH:5]=[CH:4][C:3]=1[CH3:8].[Cl:9][C:10]1[CH:15]=[CH:14][CH:13]=[C:12]([O:16][CH3:17])[C:11]=1B(O)O.